From a dataset of Catalyst prediction with 721,799 reactions and 888 catalyst types from USPTO. Predict which catalyst facilitates the given reaction. (1) Reactant: S(Cl)(Cl)=O.[C:5]([CH:8]1[CH2:13][CH2:12][N:11]([C:14]2[N:23]=[C:22]([NH:24][CH2:25][C:26]3[CH:31]=[CH:30][C:29]4[O:32][CH2:33][O:34][C:28]=4[CH:27]=3)[C:21]3[C:16](=[CH:17][CH:18]=[C:19]([Cl:35])[CH:20]=3)[N:15]=2)[CH2:10][CH2:9]1)(=O)[NH2:6]. Product: [C:5]([CH:8]1[CH2:13][CH2:12][N:11]([C:14]2[N:23]=[C:22]([NH:24][CH2:25][C:26]3[CH:31]=[CH:30][C:29]4[O:32][CH2:33][O:34][C:28]=4[CH:27]=3)[C:21]3[C:16](=[CH:17][CH:18]=[C:19]([Cl:35])[CH:20]=3)[N:15]=2)[CH2:10][CH2:9]1)#[N:6]. The catalyst class is: 10. (2) Reactant: [F:1][C:2]1[CH:7]=[CH:6][CH:5]=[C:4]([F:8])[C:3]=1[CH2:9][N:10]1[CH:14]=[C:13]([NH:15][CH2:16][CH2:17][OH:18])[N:12]=[N:11]1.C([N:21](CC)CC)C.Cl[C:27](Cl)([O:29][C:30](=[O:36])OC(Cl)(Cl)Cl)Cl. Product: [F:8][C:4]1[CH:5]=[CH:6][CH:7]=[C:2]([F:1])[C:3]=1[CH2:9][N:10]1[CH:14]=[C:13]([N:15]2[CH2:16][CH2:17][O:18][C:27]2=[O:29])[N:12]=[N:11]1.[C:30](=[O:36])([OH:29])[NH2:21]. The catalyst class is: 2. (3) Reactant: [Br:1][CH2:2][CH2:3][CH2:4][CH2:5]/[CH:6]=[CH:7]\[CH:8]=[CH:9]/[CH2:10][CH2:11][CH2:12][CH2:13]Br.[N:15]1[CH:20]=[CH:19][CH:18]=[C:17]([CH3:21])[CH:16]=1. Product: [Br-:1].[Br-:1].[CH2:2]([N+:15]1[CH:20]=[CH:19][CH:18]=[C:17]([CH3:21])[CH:16]=1)[CH2:3][CH2:4][CH2:5]/[CH:6]=[CH:7]\[CH:8]=[CH:9]/[CH2:10][CH2:11][CH2:12][CH2:13][N+:15]1[CH:20]=[CH:19][CH:18]=[C:17]([CH3:21])[CH:16]=1. The catalyst class is: 10. (4) The catalyst class is: 26. Reactant: Cl.[CH:2]12[CH:7]([CH2:8][N:9]([CH2:18][C:19]3[CH:24]=[CH:23][CH:22]=[C:21]([O:25][C:26]([F:29])([F:28])[F:27])[CH:20]=3)[C:10]([C:12]3[N:13]=[CH:14][N:15]([CH3:17])[CH:16]=3)=[O:11])[CH:6]1[CH2:5][NH:4][CH2:3]2.[CH:30]1([CH:33]=O)[CH2:32][CH2:31]1. Product: [CH:30]1([CH2:33][N:4]2[CH2:5][CH:6]3[CH:2]([CH:7]3[CH2:8][N:9]([CH2:18][C:19]3[CH:24]=[CH:23][CH:22]=[C:21]([O:25][C:26]([F:28])([F:29])[F:27])[CH:20]=3)[C:10]([C:12]3[N:13]=[CH:14][N:15]([CH3:17])[CH:16]=3)=[O:11])[CH2:3]2)[CH2:32][CH2:31]1.